From a dataset of NCI-60 drug combinations with 297,098 pairs across 59 cell lines. Regression. Given two drug SMILES strings and cell line genomic features, predict the synergy score measuring deviation from expected non-interaction effect. (1) Drug 1: C1CC(=O)NC(=O)C1N2CC3=C(C2=O)C=CC=C3N. Drug 2: C1=CC(=C2C(=C1NCCNCCO)C(=O)C3=C(C=CC(=C3C2=O)O)O)NCCNCCO. Cell line: NCI-H460. Synergy scores: CSS=49.6, Synergy_ZIP=3.34, Synergy_Bliss=2.06, Synergy_Loewe=-27.9, Synergy_HSA=4.24. (2) Drug 1: CCC1=CC2CC(C3=C(CN(C2)C1)C4=CC=CC=C4N3)(C5=C(C=C6C(=C5)C78CCN9C7C(C=CC9)(C(C(C8N6C)(C(=O)OC)O)OC(=O)C)CC)OC)C(=O)OC.C(C(C(=O)O)O)(C(=O)O)O. Drug 2: C1CNP(=O)(OC1)N(CCCl)CCCl. Cell line: RPMI-8226. Synergy scores: CSS=46.7, Synergy_ZIP=3.05, Synergy_Bliss=1.54, Synergy_Loewe=-43.0, Synergy_HSA=1.29. (3) Drug 1: CC1=C(C=C(C=C1)NC2=NC=CC(=N2)N(C)C3=CC4=NN(C(=C4C=C3)C)C)S(=O)(=O)N.Cl. Drug 2: C1C(C(OC1N2C=NC3=C(N=C(N=C32)Cl)N)CO)O. Cell line: RXF 393. Synergy scores: CSS=4.74, Synergy_ZIP=-2.70, Synergy_Bliss=-3.00, Synergy_Loewe=-17.6, Synergy_HSA=-1.24. (4) Drug 1: C1CCN(CC1)CCOC2=CC=C(C=C2)C(=O)C3=C(SC4=C3C=CC(=C4)O)C5=CC=C(C=C5)O. Drug 2: CCC1(C2=C(COC1=O)C(=O)N3CC4=CC5=C(C=CC(=C5CN(C)C)O)N=C4C3=C2)O.Cl. Cell line: SK-MEL-28. Synergy scores: CSS=-7.28, Synergy_ZIP=2.65, Synergy_Bliss=4.77, Synergy_Loewe=-4.60, Synergy_HSA=-0.719. (5) Cell line: EKVX. Drug 1: C1CC(C1)(C(=O)O)C(=O)O.[NH2-].[NH2-].[Pt+2]. Drug 2: CC1CCCC2(C(O2)CC(NC(=O)CC(C(C(=O)C(C1O)C)(C)C)O)C(=CC3=CSC(=N3)C)C)C. Synergy scores: CSS=19.5, Synergy_ZIP=-1.50, Synergy_Bliss=-1.54, Synergy_Loewe=-5.51, Synergy_HSA=1.45.